From a dataset of Forward reaction prediction with 1.9M reactions from USPTO patents (1976-2016). Predict the product of the given reaction. The product is: [ClH:16].[NH2:1][C:2]1[S:3][C:4]2[CH:10]=[C:9]([C:11]([OH:13])=[O:12])[CH:8]=[CH:7][C:5]=2[N:6]=1. Given the reactants [NH2:1][C:2]1[S:3][C:4]2[CH:10]=[C:9]([C:11]([O:13]CC)=[O:12])[CH:8]=[CH:7][C:5]=2[N:6]=1.[ClH:16], predict the reaction product.